Dataset: Full USPTO retrosynthesis dataset with 1.9M reactions from patents (1976-2016). Task: Predict the reactants needed to synthesize the given product. (1) The reactants are: CO[C:3](=[O:12])[C:4]1[CH:9]=[C:8](Br)[C:7]([OH:11])=[N:6][CH:5]=1.[Cl:13][C:14]1[CH:19]=[CH:18][C:17](B(O)O)=[CH:16][CH:15]=1.Cl.[NH2:24][CH2:25][C:26]1([OH:32])[CH2:31][CH2:30][CH2:29][CH2:28][CH2:27]1.[CH3:33][O:34][CH2:35][CH2:36]O. Given the product [Cl:13][C:14]1[CH:19]=[CH:18][C:17]([C:8]2[C:7]([O:11][CH2:36][CH2:35][O:34][CH3:33])=[N:6][CH:5]=[C:4]([CH:9]=2)[C:3]([NH:24][CH2:25][C:26]2([OH:32])[CH2:31][CH2:30][CH2:29][CH2:28][CH2:27]2)=[O:12])=[CH:16][CH:15]=1, predict the reactants needed to synthesize it. (2) Given the product [OH:21][C:22]1[CH:23]=[C:24]([CH:28]=[CH:29][C:30]=1[NH:31][C:18](=[O:20])[CH2:17][CH2:16][NH:15][S:12]([C:9]1[CH:8]=[CH:7][C:6]([CH2:1][CH2:2][CH2:3][CH2:4][CH3:5])=[CH:11][CH:10]=1)(=[O:13])=[O:14])[C:25]([OH:27])=[O:26], predict the reactants needed to synthesize it. The reactants are: [CH2:1]([C:6]1[CH:11]=[CH:10][C:9]([S:12]([NH:15][CH2:16][CH2:17][C:18]([OH:20])=O)(=[O:14])=[O:13])=[CH:8][CH:7]=1)[CH2:2][CH2:3][CH2:4][CH3:5].[OH:21][C:22]1[CH:23]=[C:24]([CH:28]=[CH:29][C:30]=1[NH2:31])[C:25]([OH:27])=[O:26].Cl. (3) Given the product [NH2:54][C:55]1[CH:60]=[C:59]([O:61][CH3:62])[CH:58]=[CH:57][C:56]=1[NH:63][C:64](=[O:75])[C:65]1[CH:70]=[CH:69][C:68]([NH:71][CH2:72][CH2:73][NH:74][C:38]([C:39]2[C:40]([CH3:41])=[C:52]([CH:53]=[N:13][N:12]=[C:5]3[C:4]4[C:76](=[CH:9][CH:10]=[C:2]([F:1])[CH:3]=4)[NH:77][C:79]3=[O:80])[NH:49][C:50]=2[CH3:51])=[O:37])=[N:67][CH:66]=1, predict the reactants needed to synthesize it. The reactants are: [F:1][C:2]1[CH:3]=[C:4]2C(=[CH:9][CH:10]=1)NC(=O)[C:5]2=[N:12][N:13]=CC1(C)CC(C)(C(O)=O)CN1.Cl.C(N=C=NCCCN(C)C)C.[OH:37][C:38]1C2N=NNC=2[CH:41]=[CH:40][CH:39]=1.C([N:49]([CH2:52][CH3:53])[CH2:50][CH3:51])C.[NH2:54][C:55]1[CH:60]=[C:59]([O:61][CH3:62])[CH:58]=[CH:57][C:56]=1[NH:63][C:64](=[O:75])[C:65]1[CH:70]=[CH:69][C:68]([NH:71][CH2:72][CH2:73][NH2:74])=[N:67][CH:66]=1.[CH3:76][N:77]([CH:79]=[O:80])C.